Task: Predict the reaction yield, written as a fraction of the theoretical maximum amount of product (1.0 means a 100% yield; for example, 0.34 means a 34% yield).. Dataset: Reaction yield outcomes from USPTO patents with 853,638 reactions The reactants are [CH3:1][S:2]([C:5]1[CH:10]=[CH:9][C:8](B(O)O)=[CH:7][CH:6]=1)(=[O:4])=[O:3].[NH2:14][C:15]1[N:16]=[C:17]([N:26]2[CH2:31][CH2:30][N:29]([C:32](=[O:42])[CH2:33][O:34][C:35]3[CH:40]=[CH:39][C:38]([Cl:41])=[CH:37][CH:36]=3)[CH2:28][CH2:27]2)[C:18]2[N:24]=[C:23](Cl)[CH:22]=[CH:21][C:19]=2[N:20]=1. No catalyst specified. The product is [NH2:14][C:15]1[N:16]=[C:17]([N:26]2[CH2:27][CH2:28][N:29]([C:32](=[O:42])[CH2:33][O:34][C:35]3[CH:40]=[CH:39][C:38]([Cl:41])=[CH:37][CH:36]=3)[CH2:30][CH2:31]2)[C:18]2[N:24]=[C:23]([C:8]3[CH:9]=[CH:10][C:5]([S:2]([CH3:1])(=[O:4])=[O:3])=[CH:6][CH:7]=3)[CH:22]=[CH:21][C:19]=2[N:20]=1. The yield is 0.620.